This data is from Experimentally validated miRNA-target interactions with 360,000+ pairs, plus equal number of negative samples. The task is: Binary Classification. Given a miRNA mature sequence and a target amino acid sequence, predict their likelihood of interaction. (1) The miRNA is mmu-miR-331-3p with sequence GCCCCUGGGCCUAUCCUAGAA. The protein sequence of the target gene is MAGTNALLMLENFIDGKFLPCSSYIDSYDPSTGEVYCRVPNSGKDEIEAAVKAAREAFPSWSSRSPQERSRVLNQVADLLEQSLEEFAQAESKDQGKTLALARTMDIPRSVQNFRFFASSSLHHTSECTQMDHLGCMHYTVRAPVGVAGLISPWNLPLYLLTWKIAPAMAAGNTVIAKPSELTSVTAWMLCKLLDKAGVPPGVVNIVFGTGPRVGEALVSHPEVPLISFTGSQPTAERITQLSAPHCKKLSLELGGKNPAIIFEDANLDECIPATVRSSFANQGEICLCTSRIFVQKSIY.... Result: 0 (no interaction). (2) The miRNA is mmu-miR-3064-3p with sequence UGCCACACUGCAACACCUUACA. The protein sequence of the target gene is MADSLDEFIEEQKAKLAKDKAELESDPPYMEMKGKASEKLSENSKILISMAKENIPPSSQQQPKGPLGIEYGLSLPLGEDYEQKKHKLKEELRQDYRRYLTQGITQAKRKKNFLSTGETDPSTLGVSLPIDERLSAKERLKLERNREYNQFLRGKAESTEKVRQVEKNIEPKSQRNKNPISQGKSDLPLQIQTAYTHSEGPWLSRQEEGLYRQLDGEIELRSRRPLKQTKEEVGISGAEHPSLSGSAGVPERRARRANGERVLDRQHCRADRDPGVSEDMDERFRFESDFDRRLLRVYTN.... Result: 0 (no interaction). (3) The miRNA is cel-miR-80-3p with sequence UGAGAUCAUUAGUUGAAAGCCGA. The protein sequence of the target gene is MLLRISVLFLLLGSCGALFGKRQKCEQITIPLCKGIGYNMTSFPNSYGHEKQEEAGLEVHQFYPLVEVGCFQHLKFFLCTMYTPICQENYDKPILPCMELCVEARSKCSPIMAKYGFRWPETLSCEALPKMSDQMSTGNICAAPPDTPKKQHKGHHHKNQNQNQNQNHNYSPDGPEVGISKIDNEVIAGPSECQCTCNQPFQFVASEKSKVGNVTNCAYSCHSPALAESHSLVSNWMAFWSITCCVLASFTFLTFLIETDRFQYPERPIFMLAFCQLMVAVGFMIRYFVGHEEIACDSMR.... Result: 1 (interaction). (4) The miRNA is hsa-miR-5680 with sequence GAGAAAUGCUGGACUAAUCUGC. The protein sequence of the target gene is MESAIAEGGASRFSASSGGGGSRGAPQHYPKTAGNSEFLGKTPGQNAQKWIPARSTRRDDNSAANNSANEKERHDAIFRKVRGILNKLTPEKFDKLCLELLNVGVESKLILKGVILLIVDKALEEPKYSSLYAQLCLRLAEDAPNFDGPAAEGQPGQKQSTTFRRLLISKLQDEFENRTRNVDVYDKRENPLLPEEEEQRAIAKIKMLGNIKFIGELGKLDLIHESILHKCIKTLLEKKKRVQLKDMGEDLECLCQIMRTVGPRLDHERAKSLMDQYFARMCSLMLSKELPARIRFLLQD.... Result: 1 (interaction). (5) The miRNA is hsa-miR-488-5p with sequence CCCAGAUAAUGGCACUCUCAA. The protein sequence of the target gene is MSPESGHSRIFEATAGPNKPESGFAEDSAARGEGVSDLHEVVSLKERMARYQAAVSRGDCRSFSANMMEESEMCAVPGGLAKVKKQFEDEITSSRNTFAQYQYQHQNRSEQEAIHSSQVGTSRSSQEMARNEQEGSKVQKIDVHGTEMVSHLEKHTEEVNQASQFHQYVQETVIDTPEDEEIPKVSTKLLKEQFEKSAQEKILYSDKEMTTPAKQIKTESEYEETFKPSSVVSTSSTSCVSTSQRKETSTTRYSDHSVTSSTLAQINATSSGMTEEFPPPPPDVLQTSVDVTAFSQSPEL.... Result: 0 (no interaction). (6) The miRNA is hsa-miR-668-5p with sequence UGCGCCUCGGGUGAGCAUG. The protein sequence of the target gene is MNCKEGTDSSCGCRGNDEKKMLKCVVVGDGAVGKTCLLMSYANDAFPEEYVPTVFDHYAVTVTVGGKQHLLGLYDTAGQEDYNQLRPLSYPNTDVFLICFSVVNPASYHNVQEEWVPELKDCMPHVPYVLIGTQIDLRDDPKTLARLLYMKEKPLTYEHGVKLAKAIGAQCYLECSALTQKGLKAVFDEAILTIFHPKKKKKRCSEGHSCCSII. Result: 0 (no interaction). (7) The miRNA is cel-miR-266 with sequence AGGCAAGACUUUGGCAAAGC. The protein sequence of the target gene is MGLAGVCALRRSAGYILVGGAGGQSAAAAARRYSEGEWASGGVRSFSRAAAAMAPIKVGDAIPAVEVFEGEPGNKVNLAELFKGKKGVLFGVPGAFTPGCSKTHLPGFVEQAEALKAKGVQVVACLSVNDAFVTGEWGRAHKAEGKVRLLADPTGAFGKETDLLLDDSLVSIFGNRRLKRFSMVVQDGIVKALNVEPDGTGLTCSLAPNIISQL. Result: 0 (no interaction).